From a dataset of Reaction yield outcomes from USPTO patents with 853,638 reactions. Predict the reaction yield, written as a fraction of the theoretical maximum amount of product (1.0 means a 100% yield; for example, 0.34 means a 34% yield). (1) The reactants are I[C:2]1[N:3]([CH2:9][CH2:10][NH:11][C:12](=[O:18])[O:13][C:14]([CH3:17])([CH3:16])[CH3:15])[C:4](I)=[C:5]([I:7])[N:6]=1.C([Mg]Br)C.O. The product is [I:7][C:5]1[N:6]=[CH:2][N:3]([CH2:9][CH2:10][NH:11][C:12](=[O:18])[O:13][C:14]([CH3:16])([CH3:15])[CH3:17])[CH:4]=1. The yield is 0.410. The catalyst is C1COCC1.CCOCC. (2) The reactants are O[CH2:2][C:3]1[CH:12]=[N:11][C:10]2[N:9]3[CH2:13][CH2:14][S:15][CH2:16][C@H:8]3[C:7](=[O:17])[NH:6][C:5]=2[CH:4]=1.[I-].C(C[P+](C)(C)C)#N.C(N(C(C)C)C(C)C)C.[N:35]1([C:41]2[CH:48]=[CH:47][C:44]([C:45]#[N:46])=[CH:43][CH:42]=2)[CH2:40][CH2:39][NH:38][CH2:37][CH2:36]1. The catalyst is C(#N)CC. The product is [O:17]=[C:7]1[NH:6][C:5]2[CH:4]=[C:3]([CH2:2][N:38]3[CH2:37][CH2:36][N:35]([C:41]4[CH:42]=[CH:43][C:44]([C:45]#[N:46])=[CH:47][CH:48]=4)[CH2:40][CH2:39]3)[CH:12]=[N:11][C:10]=2[N:9]2[CH2:13][CH2:14][S:15][CH2:16][C@@H:8]12. The yield is 0.269. (3) The reactants are [Br:1][C:2]1[CH:11]=[C:10]2[C:5]([C:6](=O)[CH:7]=[CH:8][NH:9]2)=[N:4][CH:3]=1.CN(C=O)C.C(Cl)(=O)C([Cl:21])=O.C(=O)(O)[O-].[Na+]. No catalyst specified. The product is [Br:1][C:2]1[CH:3]=[N:4][C:5]2[C:10]([CH:11]=1)=[N:9][CH:8]=[CH:7][C:6]=2[Cl:21]. The yield is 0.140. (4) The reactants are [CH3:1][O:2][C:3](=[O:17])[C:4]([N:6]1[C:14](=[O:15])[C:13]2[C:8](=[CH:9][CH:10]=[CH:11][CH:12]=2)[C:7]1=[O:16])=[CH2:5].C(=O)([O-])[O-].[K+].[K+].[C:24]([O:28][C:29](=[O:34])[NH:30][CH2:31][CH2:32][NH2:33])([CH3:27])([CH3:26])[CH3:25].ClCCl. The catalyst is C(#N)C. The product is [CH3:1][O:2][C:3](=[O:17])[CH:4]([N:6]1[C:14](=[O:15])[C:13]2[C:8](=[CH:9][CH:10]=[CH:11][CH:12]=2)[C:7]1=[O:16])[CH2:5][NH:33][CH2:32][CH2:31][NH:30][C:29]([O:28][C:24]([CH3:27])([CH3:26])[CH3:25])=[O:34]. The yield is 0.310. (5) The reactants are [OH:1][C:2]1[CH:9]=[CH:8][C:7]([N+:10]([O-:12])=[O:11])=[CH:6][C:3]=1[CH:4]=[O:5].I[CH2:14][CH2:15][CH3:16].COC(O)C1C=C([N+]([O-])=O)C=CC=1OC. No catalyst specified. The product is [N+:10]([C:7]1[CH:8]=[CH:9][C:2]([O:1][CH2:14][CH2:15][CH3:16])=[C:3]([CH:6]=1)[CH:4]=[O:5])([O-:12])=[O:11]. The yield is 0.720. (6) The reactants are Br[C:2]1[N:3]([CH2:9][O:10][CH2:11][CH2:12][Si:13]([CH3:16])([CH3:15])[CH3:14])[C:4]([Br:8])=[C:5]([Br:7])[N:6]=1.[F:17][C:18]1[CH:23]=[CH:22][C:21](B(O)O)=[CH:20][CH:19]=1.C([O-])([O-])=O.[Na+].[Na+]. The catalyst is C1C=CC([P]([Pd]([P](C2C=CC=CC=2)(C2C=CC=CC=2)C2C=CC=CC=2)([P](C2C=CC=CC=2)(C2C=CC=CC=2)C2C=CC=CC=2)[P](C2C=CC=CC=2)(C2C=CC=CC=2)C2C=CC=CC=2)(C2C=CC=CC=2)C2C=CC=CC=2)=CC=1.COCCOC. The product is [Br:7][C:5]1[N:6]=[C:2]([C:21]2[CH:22]=[CH:23][C:18]([F:17])=[CH:19][CH:20]=2)[N:3]([CH2:9][O:10][CH2:11][CH2:12][Si:13]([CH3:16])([CH3:15])[CH3:14])[C:4]=1[Br:8]. The yield is 0.870. (7) The reactants are [NH:1]1[C:9]2[C:4](=[CH:5][CH:6]=[CH:7][CH:8]=2)[C:3]([CH2:10][CH2:11][CH2:12][CH2:13][OH:14])=[CH:2]1.[S:15](Cl)([C:18]1[CH:24]=[CH:23][C:21]([CH3:22])=[CH:20][CH:19]=1)(=[O:17])=[O:16]. The catalyst is C(Cl)Cl. The yield is 0.640. The product is [CH3:22][C:21]1[CH:23]=[CH:24][C:18]([S:15]([O:14][CH2:13][CH2:12][CH2:11][CH2:10][C:3]2[C:4]3[C:9](=[CH:8][CH:7]=[CH:6][CH:5]=3)[NH:1][CH:2]=2)(=[O:17])=[O:16])=[CH:19][CH:20]=1. (8) The reactants are [F:1][C:2]([F:12])([F:11])[O:3][C:4]1[CH:9]=[CH:8][CH:7]=[CH:6][C:5]=1[OH:10].C(N(CC)CC)C.[Mg+2].[Cl-].[Cl-].[CH2:23]=[O:24].O=P12OP3(OP(OP(O3)(O1)=O)(=O)O2)=O. The catalyst is C(#N)C. The product is [OH:10][C:5]1[C:4]([O:3][C:2]([F:11])([F:12])[F:1])=[CH:9][CH:8]=[CH:7][C:6]=1[CH:23]=[O:24]. The yield is 0.410. (9) The reactants are [CH2:1](C1(N2C=CC=N2)C=C(C)C=CC1)CC#C.C(C1(N2C=CC=N2)C=CC=C(C)C1)CC#C.C[C:34]1[N:38]([CH2:39][CH2:40][C:41]#[C:42][C:43]2[CH:48]=[CH:47][CH:46]=[CH:45][N:44]=2)[N:37]=[CH:36][C:35]=1[C:49]1[CH:54]=[CH:53][CH:52]=[CH:51][CH:50]=1. No catalyst specified. The product is [CH3:1][C:36]1[C:35]([C:49]2[CH:50]=[CH:51][CH:52]=[CH:53][CH:54]=2)=[CH:34][N:38]([CH2:39][CH2:40][C:41]#[C:42][C:43]2[CH:48]=[CH:47][CH:46]=[CH:45][N:44]=2)[N:37]=1. The yield is 0.100.